Task: Predict which catalyst facilitates the given reaction.. Dataset: Catalyst prediction with 721,799 reactions and 888 catalyst types from USPTO (1) Reactant: [C:1]([C:4]1[CH:5]=[C:6]([N:10](C(OC(C)(C)C)=O)[N:11]([CH2:35][CH2:36][CH3:37])[C:12]([NH:14][C:15]2[CH:20]=[CH:19][C:18]([C:21]3[C:22]([S:27]([NH:30]C(C)(C)C)(=[O:29])=[O:28])=[CH:23][CH:24]=[CH:25][CH:26]=3)=[CH:17][CH:16]=2)=[O:13])[CH:7]=[CH:8][CH:9]=1)(=[NH:3])[NH2:2]. Product: [C:1]([C:4]1[CH:5]=[C:6]([NH:10][N:11]([CH2:35][CH2:36][CH3:37])[C:12]([NH:14][C:15]2[CH:20]=[CH:19][C:18]([C:21]3[C:22]([S:27]([NH2:30])(=[O:29])=[O:28])=[CH:23][CH:24]=[CH:25][CH:26]=3)=[CH:17][CH:16]=2)=[O:13])[CH:7]=[CH:8][CH:9]=1)(=[NH:2])[NH2:3]. The catalyst class is: 55. (2) Reactant: [F:1][C:2]1[CH:3]=[C:4]([C:9]2[CH:18]=[N:17][C:16]3[C:15]([C:19]([O:21]C)=[O:20])=[C:14]([O:23]C)[C:13]([C:25]4[S:26][CH:27]=[CH:28][CH:29]=4)=[CH:12][C:11]=3[N:10]=2)[CH:5]=[CH:6][C:7]=1[F:8].B(Br)(Br)Br. Product: [F:1][C:2]1[CH:3]=[C:4]([C:9]2[CH:18]=[N:17][C:16]3[C:15]([C:19]([OH:21])=[O:20])=[C:14]([OH:23])[C:13]([C:25]4[S:26][CH:27]=[CH:28][CH:29]=4)=[CH:12][C:11]=3[N:10]=2)[CH:5]=[CH:6][C:7]=1[F:8]. The catalyst class is: 4. (3) Reactant: [OH:1][C:2]1[C:3]([C:10]([NH:12][C@H:13]2[CH2:21][CH2:20][CH2:19][C@H:18]([O:22][CH2:23][C:24]([CH3:26])=[CH2:25])[C@@H:17]([O:27][CH2:28][C:29]([CH3:31])=[CH2:30])[C@H:16]([CH3:32])[O:15][C:14]2=[O:33])=[O:11])=[N:4][CH:5]=[CH:6][C:7]=1[O:8][CH3:9].C([O-])([O-])=O.[K+].[K+].[C:40]([O:43][CH2:44]Br)(=[O:42])[CH3:41]. Product: [C:40]([O:43][CH2:44][O:1][C:2]1[C:3]([C:10](=[O:11])[NH:12][C@H:13]2[CH2:21][CH2:20][CH2:19][C@H:18]([O:22][CH2:23][C:24]([CH3:26])=[CH2:25])[C@@H:17]([O:27][CH2:28][C:29]([CH3:31])=[CH2:30])[C@H:16]([CH3:32])[O:15][C:14]2=[O:33])=[N:4][CH:5]=[CH:6][C:7]=1[O:8][CH3:9])(=[O:42])[CH3:41]. The catalyst class is: 21. (4) Reactant: [CH3:1][C:2]1[C:7]([CH3:8])=[C:6]([O:9][C:10]([CH2:12][CH2:13][C:14]([O:16][CH2:17][CH2:18][OH:19])=[O:15])=[O:11])[C:5]([CH3:20])=[C:4]2[CH2:21][CH2:22][C:23]([CH2:26][CH2:27][CH2:28][CH:29]([CH2:31][CH2:32][CH2:33][CH:34]([CH2:36][CH2:37][CH2:38][CH:39]([CH3:41])[CH3:40])[CH3:35])[CH3:30])([CH3:25])[O:24][C:3]=12.[N:42]1([C:54](=[O:55])[C:53]2[N:51]([CH3:52])[CH:50]=[N:49][C:48]=2[N:46]([CH3:47])[C:44]1=[O:45])[CH3:43].C(O)C. Product: [N:42]1([C:54](=[O:55])[C:53]2[N:51]([CH3:52])[CH:50]=[N:49][C:48]=2[N:46]([CH3:47])[C:44]1=[O:45])[CH3:43].[CH3:1][C:2]1[C:7]([CH3:8])=[C:6]([O:9][C:10]([CH2:12][CH2:13][C:14]([O:16][CH2:17][CH2:18][OH:19])=[O:15])=[O:11])[C:5]([CH3:20])=[C:4]2[CH2:21][CH2:22][C:23]([CH2:26][CH2:27][CH2:28][CH:29]([CH2:31][CH2:32][CH2:33][CH:34]([CH2:36][CH2:37][CH2:38][CH:39]([CH3:41])[CH3:40])[CH3:35])[CH3:30])([CH3:25])[O:24][C:3]=12. The catalyst class is: 6. (5) Reactant: [F-:1].C([N+](CCCC)(CCCC)CCCC)CCC.O1CCCC1.Br[CH2:25][C:26]1[C:37]([C:38]#[N:39])=[C:30]2[N:31]=[C:32]([CH:34]3[CH2:36][CH2:35]3)[O:33][C:29]2=[C:28]([F:40])[C:27]=1[C:41]1[CH:46]=[CH:45][CH:44]=[CH:43][CH:42]=1. Product: [CH:34]1([C:32]2[O:33][C:29]3[C:30](=[C:37]([C:38]#[N:39])[C:26]([CH2:25][F:1])=[C:27]([C:41]4[CH:46]=[CH:45][CH:44]=[CH:43][CH:42]=4)[C:28]=3[F:40])[N:31]=2)[CH2:36][CH2:35]1. The catalyst class is: 6. (6) Product: [Cl:16][C:17]1[N:18]=[C:19]([O:24][CH3:25])[N:20]=[C:21]([NH:13][CH2:12][CH2:11][C:8]2[CH:7]=[CH:6][C:5]([O:4][C:3]([F:14])([F:15])[F:2])=[CH:10][CH:9]=2)[CH:22]=1. Reactant: Cl.[F:2][C:3]([F:15])([F:14])[O:4][C:5]1[CH:10]=[CH:9][C:8]([CH2:11][CH2:12][NH2:13])=[CH:7][CH:6]=1.[Cl:16][C:17]1[CH:22]=[C:21](Cl)[N:20]=[C:19]([O:24][CH3:25])[N:18]=1.C(=O)([O-])O.[Na+]. The catalyst class is: 40. (7) Reactant: I[C:2]1[CH:3]=[CH:4][C:5]2[N:6]([CH:8]=[C:9]([C:11]([NH:13][C:14]3[CH:19]=[CH:18][CH:17]=[CH:16][CH:15]=3)=[O:12])[N:10]=2)[CH:7]=1.[C:20]1(B(O)O)[CH:25]=[CH:24][CH:23]=[CH:22][CH:21]=1.C(=O)([O-])[O-].[Na+].[Na+].C(#N)C. Product: [C:14]1([NH:13][C:11]([C:9]2[N:10]=[C:5]3[CH:4]=[CH:3][C:2]([C:20]4[CH:25]=[CH:24][CH:23]=[CH:22][CH:21]=4)=[CH:7][N:6]3[CH:8]=2)=[O:12])[CH:19]=[CH:18][CH:17]=[CH:16][CH:15]=1. The catalyst class is: 206. (8) Reactant: [H-].[Na+].[CH3:3][C:4]1[N:5]([C:10]2[CH:14]=[C:13]([C:15]3([OH:19])[CH2:18][O:17][CH2:16]3)[N:12]([CH2:20][O:21][CH2:22][CH2:23][Si:24]([CH3:27])([CH3:26])[CH3:25])[N:11]=2)[C:6]([CH3:9])=[CH:7][CH:8]=1.[C:28](=[S:30])=[S:29].I[CH3:32]. Product: [CH3:3][C:4]1[N:5]([C:10]2[CH:14]=[C:13]([C:15]3([O:19][C:28]([S:30][CH3:32])=[S:29])[CH2:16][O:17][CH2:18]3)[N:12]([CH2:20][O:21][CH2:22][CH2:23][Si:24]([CH3:25])([CH3:27])[CH3:26])[N:11]=2)[C:6]([CH3:9])=[CH:7][CH:8]=1. The catalyst class is: 1. (9) Reactant: [Cl:1][C:2]1[N:7]=[C:6]([Cl:8])[C:5]([N+:9]([O-:11])=[O:10])=[C:4](Cl)[N:3]=1.CC[N:15]([CH2:18][CH3:19])[CH2:16][CH3:17].C[CH2:21][O:22]C(C)=O. Product: [Cl:1][C:2]1[N:3]=[C:4]([N:15]2[CH2:16][CH2:17][O:22][CH2:21][C@@H:18]2[CH3:19])[C:5]([N+:9]([O-:11])=[O:10])=[C:6]([Cl:8])[N:7]=1. The catalyst class is: 22. (10) Reactant: [C:1]([O:5][C:6](=[O:38])[NH:7][C:8]1([C:12]2[CH:17]=[CH:16][C:15]([C:18]3[C:19]([C:32]4[CH:37]=[CH:36][CH:35]=[CH:34][CH:33]=4)=[CH:20][C:21]4[NH:26][C:25](=[O:27])[CH:24]([CH2:28][O:29][CH3:30])[O:23][C:22]=4[N:31]=3)=[CH:14][CH:13]=2)[CH2:11][CH2:10][CH2:9]1)([CH3:4])([CH3:3])[CH3:2].C(=O)([O-])[O-].[K+].[K+].Br[CH2:46][C:47]#[N:48]. Product: [C:1]([O:5][C:6](=[O:38])[NH:7][C:8]1([C:12]2[CH:17]=[CH:16][C:15]([C:18]3[C:19]([C:32]4[CH:37]=[CH:36][CH:35]=[CH:34][CH:33]=4)=[CH:20][C:21]4[N:26]([CH2:46][C:47]#[N:48])[C:25](=[O:27])[CH:24]([CH2:28][O:29][CH3:30])[O:23][C:22]=4[N:31]=3)=[CH:14][CH:13]=2)[CH2:11][CH2:10][CH2:9]1)([CH3:4])([CH3:2])[CH3:3]. The catalyst class is: 39.